This data is from Forward reaction prediction with 1.9M reactions from USPTO patents (1976-2016). The task is: Predict the product of the given reaction. (1) Given the reactants O[CH2:2][C:3]1[N:4]=[C:5]([C@H:8]2[CH2:12][CH2:11][CH2:10][N:9]2[C:13]([O:15][CH2:16][C:17]2[CH:22]=[CH:21][CH:20]=[CH:19][CH:18]=2)=[O:14])[O:6][CH:7]=1, predict the reaction product. The product is: [CH3:2][C:3]1[N:4]=[C:5]([C@H:8]2[CH2:12][CH2:11][CH2:10][N:9]2[C:13]([O:15][CH2:16][C:17]2[CH:22]=[CH:21][CH:20]=[CH:19][CH:18]=2)=[O:14])[O:6][CH:7]=1. (2) The product is: [F:1][C:2]([F:35])([F:34])[C:3]1[CH:4]=[C:5]([C:13]([N:15]2[CH2:20][CH2:19][C@H:18]([C:21]3[CH:26]=[CH:25][CH:24]=[C:23]([N:38]([CH2:39][CH3:40])[CH2:36][CH3:37])[CH:22]=3)[C@H:17]([C:28]3[CH:33]=[CH:32][CH:31]=[CH:30][CH:29]=3)[CH2:16]2)=[O:14])[CH:6]=[C:7]([C:9]([F:12])([F:11])[F:10])[CH:8]=1. Given the reactants [F:1][C:2]([F:35])([F:34])[C:3]1[CH:4]=[C:5]([C:13]([N:15]2[CH2:20][CH2:19][C@H:18]([C:21]3[CH:26]=[CH:25][CH:24]=[C:23](Br)[CH:22]=3)[C@H:17]([C:28]3[CH:33]=[CH:32][CH:31]=[CH:30][CH:29]=3)[CH2:16]2)=[O:14])[CH:6]=[C:7]([C:9]([F:12])([F:11])[F:10])[CH:8]=1.[CH2:36]([NH:38][CH2:39][CH3:40])[CH3:37], predict the reaction product.